Dataset: Catalyst prediction with 721,799 reactions and 888 catalyst types from USPTO. Task: Predict which catalyst facilitates the given reaction. (1) Reactant: C(N(CC)CC)C.[Cl:8][C:9]1[CH:17]=[CH:16][C:12]([C:13]([OH:15])=O)=[CH:11][C:10]=1[NH:18][C:19]([C:21]1[C:32](=[O:33])[NH:31][C:24]2[N:25]=[C:26]([O:29][CH3:30])[N:27]=[CH:28][C:23]=2[CH:22]=1)=[O:20].CN(C(ON1N=NC2C=CC=NC1=2)=[N+](C)C)C.F[P-](F)(F)(F)(F)F.[NH2:58][CH2:59][CH2:60][C@@H:61]([NH:68][C:69](=[O:75])[O:70][C:71]([CH3:74])([CH3:73])[CH3:72])[C:62]1[CH:67]=[CH:66][CH:65]=[CH:64][CH:63]=1. Product: [Cl:8][C:9]1[CH:17]=[CH:16][C:12]([C:13]([NH:58][CH2:59][CH2:60][C@@H:61]([NH:68][C:69](=[O:75])[O:70][C:71]([CH3:73])([CH3:72])[CH3:74])[C:62]2[CH:67]=[CH:66][CH:65]=[CH:64][CH:63]=2)=[O:15])=[CH:11][C:10]=1[NH:18][C:19]([C:21]1[C:32](=[O:33])[NH:31][C:24]2[N:25]=[C:26]([O:29][CH3:30])[N:27]=[CH:28][C:23]=2[CH:22]=1)=[O:20]. The catalyst class is: 3. (2) Reactant: [C:1]([O:5][C:6]([NH:8][CH2:9][C:10]([OH:12])=O)=[O:7])([CH3:4])([CH3:3])[CH3:2].O.[OH:14][N:15]1C2C=CC=CC=2N=N1.Cl.CN(C)CCCN=C=NCC.C(O[C:39]([CH:41]1[CH2:46][NH:45][CH2:44][CH2:43][N:42]1[S:47]([C:50]1[CH:55]=[CH:54][C:53]([O:56][CH2:57][C:58]#[C:59][CH3:60])=[CH:52][CH:51]=1)(=[O:49])=[O:48])=[O:40])C. Product: [C:1]([O:5][C:6](=[O:7])[NH:8][CH2:9][C:10]([N:45]1[CH2:44][CH2:43][N:42]([S:47]([C:50]2[CH:51]=[CH:52][C:53]([O:56][CH2:57][C:58]#[C:59][CH3:60])=[CH:54][CH:55]=2)(=[O:49])=[O:48])[CH:41]([C:39](=[O:40])[NH:15][OH:14])[CH2:46]1)=[O:12])([CH3:2])([CH3:3])[CH3:4]. The catalyst class is: 39. (3) Reactant: [CH2:1]([C:3]1[CH:8]=[CH:7][CH:6]=[CH:5][C:4]=1[CH:9]=[CH:10][C:11](O)=[O:12])[CH3:2].[H-].[H-].[H-].[H-].[Li+].[Al+3]. Product: [CH2:1]([C:3]1[CH:8]=[CH:7][CH:6]=[CH:5][C:4]=1[CH2:9][CH2:10][CH2:11][OH:12])[CH3:2]. The catalyst class is: 123. (4) Reactant: [F:1][C:2]([F:14])([F:13])[C:3]([NH:5][NH:6][C:7]1[CH:12]=[N:11][CH:10]=[CH:9][N:8]=1)=O.[NH4+].[OH-]. Product: [F:1][C:2]([F:14])([F:13])[C:3]1[N:8]2[CH:9]=[CH:10][N:11]=[CH:12][C:7]2=[N:6][N:5]=1. The catalyst class is: 6. (5) Reactant: Br.[Br:2][C:3]1[C:4]([CH3:8])=[N:5][NH:6][CH:7]=1.C(=O)([O-])[O-].[Na+].[Na+].C1COCC1.[C:20](O[C:20]([O:22][C:23]([CH3:26])([CH3:25])[CH3:24])=[O:21])([O:22][C:23]([CH3:26])([CH3:25])[CH3:24])=[O:21]. Product: [Br:2][C:3]1[C:4]([CH3:8])=[N:5][N:6]([C:20]([O:22][C:23]([CH3:26])([CH3:25])[CH3:24])=[O:21])[CH:7]=1. The catalyst class is: 777. (6) Reactant: [OH:1][C:2]1[C:11]2[C:6](=[N:7][CH:8]=[CH:9][CH:10]=2)[N:5]([C:12]2[CH:17]=[CH:16][CH:15]=[CH:14][CH:13]=2)[C:4](=[O:18])[CH:3]=1.[H-].[Na+].[H][H].[F:23][C:24]([F:37])([F:36])[O:25][C:26]1[CH:31]=[CH:30][C:29]([CH2:32][C:33](Cl)=[O:34])=[CH:28][CH:27]=1.C(=O)([O-])O.[Na+]. Product: [OH:1][C:2]1[C:11]2[C:6](=[N:7][CH:8]=[CH:9][CH:10]=2)[N:5]([C:12]2[CH:13]=[CH:14][CH:15]=[CH:16][CH:17]=2)[C:4](=[O:18])[C:3]=1[C:33](=[O:34])[CH2:32][C:29]1[CH:30]=[CH:31][C:26]([O:25][C:24]([F:36])([F:23])[F:37])=[CH:27][CH:28]=1. The catalyst class is: 18.